This data is from Full USPTO retrosynthesis dataset with 1.9M reactions from patents (1976-2016). The task is: Predict the reactants needed to synthesize the given product. (1) Given the product [Cl:1][C:2]1[CH:7]=[CH:6][CH:5]=[C:4]([Cl:8])[C:3]=1[C:9](/[C:10](=[CH:14]/[NH:38][CH:34]([CH2:35][CH2:36][CH3:37])[CH2:33][CH2:32][CH3:31])/[C:11]#[N:12])=[O:13], predict the reactants needed to synthesize it. The reactants are: [Cl:1][C:2]1[CH:7]=[CH:6][CH:5]=[C:4]([Cl:8])[C:3]=1[C:9](=[O:13])[CH2:10][C:11]#[N:12].[C:14](OC(=O)C)(=O)C.C(OCC)(OCC)OCC.[CH3:31][CH2:32][CH2:33][CH:34]([NH2:38])[CH2:35][CH2:36][CH3:37]. (2) The reactants are: [C:1]([O:5][C:6]([NH:8][CH2:9][C:10]1[CH:15]=[CH:14][C:13]([CH2:16][NH:17][C:18]([N:20]2[CH2:25][CH2:24][N:23]([C:26](=[O:39])[CH2:27][NH:28]C(=O)OCC3C=CC=CC=3)[CH2:22][CH2:21]2)=[O:19])=[CH:12][CH:11]=1)=[O:7])([CH3:4])([CH3:3])[CH3:2]. Given the product [NH2:28][CH2:27][C:26]([N:23]1[CH2:22][CH2:21][N:20]([C:18]([NH:17][CH2:16][C:13]2[CH:14]=[CH:15][C:10]([CH2:9][NH:8][C:6](=[O:7])[O:5][C:1]([CH3:4])([CH3:2])[CH3:3])=[CH:11][CH:12]=2)=[O:19])[CH2:25][CH2:24]1)=[O:39], predict the reactants needed to synthesize it. (3) Given the product [C:1]([O:5][C:6](=[O:35])[CH2:7][CH:8]([C:9](=[O:11])[NH:54][CH2:53][CH2:52][C:49]1[CH:50]=[CH:51][C:46]([C:55]2[CH:60]=[CH:59][CH:58]=[CH:57][CH:56]=2)=[CH:47][CH:48]=1)[CH2:12][CH2:13][CH2:14][S:15][C:16]([C:29]1[CH:30]=[CH:31][CH:32]=[CH:33][CH:34]=1)([C:17]1[CH:22]=[CH:21][CH:20]=[CH:19][CH:18]=1)[C:23]1[CH:24]=[CH:25][CH:26]=[CH:27][CH:28]=1)([CH3:3])([CH3:2])[CH3:4], predict the reactants needed to synthesize it. The reactants are: [C:1]([O:5][C:6](=[O:35])[CH2:7][CH:8]([CH2:12][CH2:13][CH2:14][S:15][C:16]([C:29]1[CH:34]=[CH:33][CH:32]=[CH:31][CH:30]=1)([C:23]1[CH:28]=[CH:27][CH:26]=[CH:25][CH:24]=1)[C:17]1[CH:22]=[CH:21][CH:20]=[CH:19][CH:18]=1)[C:9]([OH:11])=O)([CH3:4])([CH3:3])[CH3:2].C1C=CC2N(O)N=NC=2C=1.[C:46]1([C:55]2[CH:60]=[CH:59][CH:58]=[CH:57][CH:56]=2)[CH:51]=[CH:50][C:49]([CH2:52][CH2:53][NH2:54])=[CH:48][CH:47]=1.CC(C)N=C=NC(C)C. (4) Given the product [C:33]([O:29][CH2:28]/[CH:27]=[CH:26]/[C:22]1[CH:21]=[C:20]2[C:25]([C:16]([NH:15][C:4]3[CH:5]=[CH:6][C:7]([S:8][C:9]4[N:10]([CH3:14])[CH:11]=[CH:12][N:13]=4)=[C:2]([Cl:1])[CH:3]=3)=[C:17]([C:30]#[N:31])[CH:18]=[N:19]2)=[CH:24][CH:23]=1)(=[O:34])[CH3:32], predict the reactants needed to synthesize it. The reactants are: [Cl:1][C:2]1[CH:3]=[C:4]([NH:15][C:16]2[C:25]3[C:20](=[CH:21][C:22](/[CH:26]=[CH:27]/[CH2:28][OH:29])=[CH:23][CH:24]=3)[N:19]=[CH:18][C:17]=2[C:30]#[N:31])[CH:5]=[CH:6][C:7]=1[S:8][C:9]1[N:10]([CH3:14])[CH:11]=[CH:12][N:13]=1.[CH3:32][C:33](OC(C)=O)=[O:34].C([O-])(O)=O.[Na+]. (5) Given the product [C:21]1([C:2]2[CH:3]=[C:4]([N:8]3[CH2:13][CH2:12][N:11]([C:14]([O:16][C:17]([CH3:20])([CH3:19])[CH3:18])=[O:15])[CH2:10][CH2:9]3)[CH:5]=[N:6][CH:7]=2)[CH:26]=[CH:25][CH:24]=[CH:23][CH:22]=1, predict the reactants needed to synthesize it. The reactants are: Br[C:2]1[CH:3]=[C:4]([N:8]2[CH2:13][CH2:12][N:11]([C:14]([O:16][C:17]([CH3:20])([CH3:19])[CH3:18])=[O:15])[CH2:10][CH2:9]2)[CH:5]=[N:6][CH:7]=1.[C:21]1(OB(O)O)[CH:26]=[CH:25][CH:24]=[CH:23][CH:22]=1.C(=O)([O-])[O-].[Na+].[Na+].